This data is from Reaction yield outcomes from USPTO patents with 853,638 reactions. The task is: Predict the reaction yield, written as a fraction of the theoretical maximum amount of product (1.0 means a 100% yield; for example, 0.34 means a 34% yield). (1) The reactants are [Cl-].O[NH3+:3].[C:4](=[O:7])([O-])[OH:5].[Na+].CS(C)=O.[CH2:13]([O:17][C:18]1[CH:23]=[CH:22][C:21]([N:24]2[C:29](=[O:30])[C:28]([CH2:31][C:32]3[CH:37]=[CH:36][C:35]([C:38]4[C:39]([C:44]#[N:45])=[CH:40][CH:41]=[CH:42][CH:43]=4)=[CH:34][CH:33]=3)=[C:27]([CH2:46][CH2:47][CH3:48])[N:26]=[C:25]2[CH3:49])=[CH:20][CH:19]=1)[CH:14]([CH3:16])[CH3:15]. The catalyst is O.C(OCC)(=O)C. The product is [CH2:13]([O:17][C:18]1[CH:19]=[CH:20][C:21]([N:24]2[C:29](=[O:30])[C:28]([CH2:31][C:32]3[CH:33]=[CH:34][C:35]([C:38]4[CH:43]=[CH:42][CH:41]=[CH:40][C:39]=4[C:44]4[NH:3][C:4](=[O:7])[O:5][N:45]=4)=[CH:36][CH:37]=3)=[C:27]([CH2:46][CH2:47][CH3:48])[N:26]=[C:25]2[CH3:49])=[CH:22][CH:23]=1)[CH:14]([CH3:16])[CH3:15]. The yield is 0.400. (2) The reactants are O=[CH:2][CH2:3][NH:4][C:5](=[O:11])[O:6][C:7]([CH3:10])([CH3:9])[CH3:8].[NH2:12][CH2:13][CH2:14][CH2:15][CH2:16][NH:17][S:18]([C:21]1[CH:26]=[CH:25][C:24]([Cl:27])=[CH:23][C:22]=1[Cl:28])(=[O:20])=[O:19].[BH3-]C#N.[Na+].CC(O)=O.[OH-].[Na+]. The catalyst is CO. The product is [Cl:28][C:22]1[CH:23]=[C:24]([Cl:27])[CH:25]=[CH:26][C:21]=1[S:18]([NH:17][CH2:16][CH2:15][CH2:14][CH2:13][NH:12][CH2:2][CH2:3][NH:4][C:5](=[O:11])[O:6][C:7]([CH3:10])([CH3:9])[CH3:8])(=[O:19])=[O:20]. The yield is 0.470. (3) The reactants are [C:1]([O:4][CH:5]([CH2:15][O:16][C:17]1[CH:22]=[CH:21][CH:20]=[CH:19][CH:18]=1)[CH2:6][O:7][Si](C(C)(C)C)(C)C)(=[O:3])[CH3:2]. The catalyst is C(O)(C(F)(F)F)=O.O. The product is [C:1]([O:4][CH:5]([CH2:15][O:16][C:17]1[CH:18]=[CH:19][CH:20]=[CH:21][CH:22]=1)[CH2:6][OH:7])(=[O:3])[CH3:2]. The yield is 0.410. (4) The reactants are [Cl-].O[NH3+:3].[C:4](=[O:7])([O-])[OH:5].[Na+].CS(C)=O.[CH2:13]([C:17]1[N:18]=[C:19]([CH3:44])[N:20]([CH2:39][C:40]([OH:43])([CH3:42])[CH3:41])[C:21](=[O:38])[C:22]=1[CH2:23][C:24]1[CH:29]=[CH:28][C:27]([C:30]2[C:31]([C:36]#[N:37])=[CH:32][CH:33]=[CH:34][CH:35]=2)=[CH:26][CH:25]=1)[CH2:14][CH2:15][CH3:16]. The catalyst is C(OCC)(=O)C. The product is [CH2:13]([C:17]1[N:18]=[C:19]([CH3:44])[N:20]([CH2:39][C:40]([OH:43])([CH3:42])[CH3:41])[C:21](=[O:38])[C:22]=1[CH2:23][C:24]1[CH:29]=[CH:28][C:27]([C:30]2[CH:35]=[CH:34][CH:33]=[CH:32][C:31]=2[C:36]2[NH:3][C:4](=[O:7])[O:5][N:37]=2)=[CH:26][CH:25]=1)[CH2:14][CH2:15][CH3:16]. The yield is 0.240. (5) The reactants are [OH:1][CH:2]([CH2:10][CH3:11])[C:3]#[C:4][CH2:5][C:6]([O:8][CH3:9])=[O:7].N1C=CC=CC=1.[C:18](Cl)(=[O:20])[CH3:19]. The catalyst is ClCCl. The product is [C:18]([O:1][CH:2]([CH2:10][CH3:11])[C:3]#[C:4][CH2:5][C:6]([O:8][CH3:9])=[O:7])(=[O:20])[CH3:19]. The yield is 0.890. (6) The reactants are [CH:1]([C:3]1[N:8]=[CH:7][C:6]([N:9]2[CH2:14][CH2:13][N:12]([C:15]([O:17]C(C)(C)C)=O)[CH2:11][CH2:10]2)=[CH:5][CH:4]=1)=[O:2].F[C:23](F)(F)C(O)=O.C(OC(=O)C)(=O)C.C(=O)([O-])O.[Na+]. The catalyst is ClCCl. The product is [C:15]([N:12]1[CH2:13][CH2:14][N:9]([C:6]2[CH:5]=[CH:4][C:3]([CH:1]=[O:2])=[N:8][CH:7]=2)[CH2:10][CH2:11]1)(=[O:17])[CH3:23]. The yield is 0.679. (7) The reactants are Cl[C:2]1[C:11]2[C:6](=[CH:7][CH:8]=[CH:9][CH:10]=2)[N:5]=[CH:4][N:3]=1.[H-].[Na+].[CH3:14][O:15][C:16](=[O:29])[CH2:17][CH2:18][CH2:19][C:20]1[CH:25]=[CH:24][C:23]([CH2:26][CH2:27][OH:28])=[CH:22][CH:21]=1. The catalyst is O1CCCC1.C(OCC)(=O)C. The product is [CH3:14][O:15][C:16](=[O:29])[CH2:17][CH2:18][CH2:19][C:20]1[CH:21]=[CH:22][C:23]([CH2:26][CH2:27][O:28][C:2]2[C:11]3[C:6](=[CH:7][CH:8]=[CH:9][CH:10]=3)[N:5]=[CH:4][N:3]=2)=[CH:24][CH:25]=1. The yield is 0.430. (8) The reactants are [CH2:1]([NH2:8])[C:2]1[CH:7]=[CH:6][CH:5]=[CH:4][CH:3]=1.C[Al](C)C.C[O:14][C:15]([C:17]1[S:18][CH:19]=[CH:20][C:21]=1[NH:22][C:23]1[C:24]2[CH:31]=[CH:30][NH:29][C:25]=2[N:26]=[CH:27][N:28]=1)=O.O. The catalyst is C1(C)C=CC=CC=1.CO. The product is [CH2:1]([NH:8][C:15]([C:17]1[S:18][CH:19]=[CH:20][C:21]=1[NH:22][C:23]1[C:24]2[CH:31]=[CH:30][NH:29][C:25]=2[N:26]=[CH:27][N:28]=1)=[O:14])[C:2]1[CH:7]=[CH:6][CH:5]=[CH:4][CH:3]=1. The yield is 0.390.